Dataset: Full USPTO retrosynthesis dataset with 1.9M reactions from patents (1976-2016). Task: Predict the reactants needed to synthesize the given product. (1) Given the product [Br:13][CH2:7][C:5]1[N:6]=[C:2]([CH3:1])[O:3][C:4]=1[C:8]([O:10][CH2:11][CH3:12])=[O:9], predict the reactants needed to synthesize it. The reactants are: [CH3:1][C:2]1[O:3][C:4]([C:8]([O:10][CH2:11][CH3:12])=[O:9])=[C:5]([CH3:7])[N:6]=1.[Br:13]N1C(=O)CCC1=O.N(C(C)(C)C#N)=NC(C)(C)C#N. (2) The reactants are: [CH3:1][C:2]1[C:11]([N+:12]([O-])=O)=[C:10]([CH3:15])[CH:9]=[CH:8][C:3]=1[C:4]([O:6][CH3:7])=[O:5]. Given the product [NH2:12][C:11]1[C:2]([CH3:1])=[C:3]([CH:8]=[CH:9][C:10]=1[CH3:15])[C:4]([O:6][CH3:7])=[O:5], predict the reactants needed to synthesize it.